This data is from Catalyst prediction with 721,799 reactions and 888 catalyst types from USPTO. The task is: Predict which catalyst facilitates the given reaction. (1) Reactant: C(OC([N:8]1[CH2:13][CH2:12][CH:11]([C:14]2[N:15]([CH2:30][C@H:31]3[CH2:36][CH2:35][CH2:34][CH2:33][N:32]3[C:37]([O:39][CH2:40][C:41]3[CH:46]=[CH:45][CH:44]=[CH:43][CH:42]=3)=[O:38])[CH:16]=[C:17]([C:19]3[CH:24]=[CH:23][C:22]([F:25])=[C:21]([C:26]([F:29])([F:28])[F:27])[CH:20]=3)[N:18]=2)[CH2:10][CH2:9]1)=O)(C)(C)C.[ClH:47]. Product: [ClH:47].[ClH:47].[ClH:47].[F:25][C:22]1[CH:23]=[CH:24][C:19]([C:17]2[N:18]=[C:14]([CH:11]3[CH2:12][CH2:13][NH:8][CH2:9][CH2:10]3)[N:15]([CH2:30][C@H:31]3[CH2:36][CH2:35][CH2:34][CH2:33][N:32]3[C:37]([O:39][CH2:40][C:41]3[CH:46]=[CH:45][CH:44]=[CH:43][CH:42]=3)=[O:38])[CH:16]=2)=[CH:20][C:21]=1[C:26]([F:29])([F:27])[F:28]. The catalyst class is: 2. (2) Reactant: [F:1][C:2]1[C:7]([F:8])=[CH:6][CH:5]=[CH:4][C:3]=1[C:9]1([O:20][CH3:21])[CH2:12][N:11](C(OC(C)(C)C)=O)[CH2:10]1.FC(F)(F)C(O)=O. Product: [F:1][C:2]1[C:7]([F:8])=[CH:6][CH:5]=[CH:4][C:3]=1[C:9]1([O:20][CH3:21])[CH2:12][NH:11][CH2:10]1. The catalyst class is: 4. (3) Reactant: [CH2:1]([O:3][C:4]([C:6]1[C:7]2[S:14][CH:13]=[C:12]([CH2:15][O:16][C:17]3[CH:22]=[CH:21][CH:20]=[C:19]([NH2:23])[CH:18]=3)[C:8]=2[CH:9]=[N:10][CH:11]=1)=[O:5])[CH3:2].C(N(C(C)C)CC)(C)C.[F:33][C:34]1[CH:42]=[CH:41][C:37]([C:38](Cl)=[O:39])=[CH:36][CH:35]=1. Product: [CH2:1]([O:3][C:4]([C:6]1[C:7]2[S:14][CH:13]=[C:12]([CH2:15][O:16][C:17]3[CH:22]=[CH:21][CH:20]=[C:19]([NH:23][C:38](=[O:39])[C:37]4[CH:41]=[CH:42][C:34]([F:33])=[CH:35][CH:36]=4)[CH:18]=3)[C:8]=2[CH:9]=[N:10][CH:11]=1)=[O:5])[CH3:2]. The catalyst class is: 1. (4) Reactant: [Cl:1][C:2]1[CH:7]=[CH:6][C:5]([C:8]2[N:12]=[C:11]([C:13]3[S:14][CH:15]=[CH:16][C:17]=3[Cl:18])[O:10][N:9]=2)=[CH:4][C:3]=1[NH2:19].[Br:20][CH2:21][CH2:22][N:23]([CH2:26][CH3:27])[CH2:24][CH3:25].CCN(CC)CC. Product: [BrH:20].[Cl:1][C:2]1[CH:7]=[CH:6][C:5]([C:8]2[N:12]=[C:11]([C:13]3[S:14][CH:15]=[CH:16][C:17]=3[Cl:18])[O:10][N:9]=2)=[CH:4][C:3]=1[NH:19][CH2:21][CH2:22][N:23]([CH2:26][CH3:27])[CH2:24][CH3:25]. The catalyst class is: 14. (5) Reactant: [Br:1][C:2]1[CH:31]=[CH:30][C:29]([F:32])=[CH:28][C:3]=1[O:4][CH:5]1[CH2:10][CH2:9][N:8]([C:11]2[N:12]=[CH:13][C:14]([C:17]3[CH:18]=[N:19][CH:20]=[C:21]([CH:27]=3)[C:22]([O:24]CC)=[O:23])=[N:15][CH:16]=2)[CH2:7][CH2:6]1. Product: [Br:1][C:2]1[CH:31]=[CH:30][C:29]([F:32])=[CH:28][C:3]=1[O:4][CH:5]1[CH2:10][CH2:9][N:8]([C:11]2[N:12]=[CH:13][C:14]([C:17]3[CH:18]=[N:19][CH:20]=[C:21]([CH:27]=3)[C:22]([OH:24])=[O:23])=[N:15][CH:16]=2)[CH2:7][CH2:6]1. The catalyst class is: 13. (6) Reactant: [Cl:1][C:2]1[CH:3]=[C:4]([NH:8][C:9]2[N:14]=[C:13]([C:15]([F:18])([F:17])[F:16])[C:12]([CH2:19][OH:20])=[CH:11][N:10]=2)[CH:5]=[CH:6][CH:7]=1.[Cl-].[Na+]. Product: [Cl:1][C:2]1[CH:3]=[C:4]([NH:8][C:9]2[N:14]=[C:13]([C:15]([F:17])([F:18])[F:16])[C:12]([CH:19]=[O:20])=[CH:11][N:10]=2)[CH:5]=[CH:6][CH:7]=1. The catalyst class is: 742. (7) Reactant: [CH:1]1([N:4]([CH:9]2[CH2:14][CH2:13][NH:12][CH2:11][CH2:10]2)[C:5](=[O:8])[CH2:6][CH3:7])[CH2:3][CH2:2]1.[NH:15]1[CH:19]=[C:18]([CH2:20][CH2:21][NH:22][C:23](=[O:38])[NH:24][CH:25]([CH2:29][C:30]2[CH:35]=[CH:34][C:33]([O:36][CH3:37])=[CH:32][CH:31]=2)[C:26](O)=[O:27])[N:17]=[CH:16]1.C(Cl)CCl.C1C=CC2N(O)N=NC=2C=1. Product: [CH:1]1([N:4]([CH:9]2[CH2:14][CH2:13][N:12]([C:26](=[O:27])[CH:25]([NH:24][C:23]([NH:22][CH2:21][CH2:20][C:18]3[N:17]=[CH:16][NH:15][CH:19]=3)=[O:38])[CH2:29][C:30]3[CH:31]=[CH:32][C:33]([O:36][CH3:37])=[CH:34][CH:35]=3)[CH2:11][CH2:10]2)[C:5](=[O:8])[CH2:6][CH3:7])[CH2:3][CH2:2]1. The catalyst class is: 3. (8) Reactant: [F:1][C:2]1[C:3]([F:41])=[CH:4][C:5]2[C:10]3[C:11]4[C:38](=[O:39])[NH:37][C:36](=[O:40])[C:12]=4[C:13]4[C:14]5[C:19]([N:20]([C@@H:22]6[O:29][C@H:28]([CH2:30][OH:31])[C:27]([F:33])([F:32])[C@H:25](O)[C@H:23]6[OH:24])[C:21]=4[C:9]=3[NH:8][C:6]=2[CH:7]=1)=[CH:18][C:17]([F:34])=[C:16]([F:35])[CH:15]=5.C1(P(C2C=CC=CC=2)C2C=CC=CC=2)C=CC=CC=1.CC(OC(/N=N/C(OC(C)C)=O)=O)C. Product: [F:1][C:2]1[C:3]([F:41])=[CH:4][C:5]2[C:10]3[C:11]4[C:38](=[O:39])[NH:37][C:36](=[O:40])[C:12]=4[C:13]4[C:14]5[C:19]([N:20]([C@@H:22]6[O:29][C@@H:28]7[CH2:30][O:31][C@@H:25]([C:27]7([F:33])[F:32])[C@H:23]6[OH:24])[C:21]=4[C:9]=3[NH:8][C:6]=2[CH:7]=1)=[CH:18][C:17]([F:34])=[C:16]([F:35])[CH:15]=5. The catalyst class is: 1. (9) The catalyst class is: 2. Product: [CH3:32][O:31][C:29](=[O:30])[N:21]=[C:3]1[C:2]([F:1])=[CH:7][N:6]([S:8]([C:11]2[CH:12]=[CH:13][C:14]([O:17][CH3:18])=[CH:15][CH:16]=2)(=[O:10])=[O:9])[C:5](=[O:19])[N:4]1[CH3:20]. Reactant: [F:1][C:2]1[C:3](=[NH:21])[N:4]([CH3:20])[C:5](=[O:19])[N:6]([S:8]([C:11]2[CH:16]=[CH:15][C:14]([O:17][CH3:18])=[CH:13][CH:12]=2)(=[O:10])=[O:9])[CH:7]=1.N1C=CC=CC=1.Cl[C:29]([O:31][CH3:32])=[O:30]. (10) Reactant: Cl[C:2]1[C:3](=[O:16])[NH:4][C:5]2[C:10]([N:11]=1)=[CH:9][C:8]([C:12]([O:14][CH3:15])=[O:13])=[CH:7][CH:6]=2.[CH2:17]([CH:19]1[CH2:24][CH2:23][CH2:22][CH2:21][NH:20]1)[CH3:18].CCN(C(C)C)C(C)C. Product: [CH2:17]([CH:19]1[CH2:24][CH2:23][CH2:22][CH2:21][N:20]1[C:2]1[C:3](=[O:16])[NH:4][C:5]2[C:10]([N:11]=1)=[CH:9][C:8]([C:12]([O:14][CH3:15])=[O:13])=[CH:7][CH:6]=2)[CH3:18]. The catalyst class is: 16.